Dataset: Catalyst prediction with 721,799 reactions and 888 catalyst types from USPTO. Task: Predict which catalyst facilitates the given reaction. (1) Reactant: [CH:1]1([C:4]2[NH:8][C:7]3[CH:9]=[C:10]([C:14]4[C:15]([CH3:20])=[N:16][O:17][C:18]=4[CH3:19])[CH:11]=[C:12](I)[C:6]=3[N:5]=2)[CH2:3][CH2:2]1.[CH2:21]([Sn](CCCC)(CCCC)C#CC)[CH2:22][CH2:23]C. Product: [CH:1]1([C:4]2[NH:8][C:7]3[CH:9]=[C:10]([C:14]4[C:15]([CH3:20])=[N:16][O:17][C:18]=4[CH3:19])[CH:11]=[C:12]([C:21]#[C:22][CH3:23])[C:6]=3[N:5]=2)[CH2:3][CH2:2]1. The catalyst class is: 176. (2) Reactant: [CH2:1]([O:8][C:9]1[CH:14]=[CH:13][C:12]([C:15]2[CH:20]=[C:19]([O:21][CH3:22])[CH:18]=[CH:17][C:16]=2[F:23])=[CH:11][C:10]=1[CH:24]=O)[C:2]1[CH:7]=[CH:6][CH:5]=[CH:4][CH:3]=1.[H-].[Na+].CS([O-])(=O)=O.[CH3:33][C:34]([CH3:57])([CH3:56])[CH2:35][CH2:36][P+](C1C=CC=CC=1)(C1C=CC=CC=1)C1C=CC=CC=1.Cl. Product: [CH2:1]([O:8][C:9]1[CH:14]=[CH:13][C:12]([C:15]2[CH:20]=[C:19]([O:21][CH3:22])[CH:18]=[CH:17][C:16]=2[F:23])=[CH:11][C:10]=1[CH:24]=[CH:36][CH2:35][C:34]([CH3:57])([CH3:56])[CH3:33])[C:2]1[CH:7]=[CH:6][CH:5]=[CH:4][CH:3]=1. The catalyst class is: 1. (3) Reactant: [Cl:1][C:2]1[CH:7]=[CH:6][CH:5]=[CH:4][C:3]=1[C:8]1[N:9]([CH2:25][CH2:26][S:27]([CH3:30])(=[O:29])=[O:28])[C:10]2[C:15]([N:16]=1)=[C:14]([N:17]1[CH2:22][CH2:21][N:20]([CH3:23])[CH2:19][CH2:18]1)[N:13]=[C:12]([CH3:24])[N:11]=2.Cl. Product: [ClH:1].[Cl:1][C:2]1[CH:7]=[CH:6][CH:5]=[CH:4][C:3]=1[C:8]1[N:9]([CH2:25][CH2:26][S:27]([CH3:30])(=[O:29])=[O:28])[C:10]2[C:15]([N:16]=1)=[C:14]([N:17]1[CH2:22][CH2:21][N:20]([CH3:23])[CH2:19][CH2:18]1)[N:13]=[C:12]([CH3:24])[N:11]=2. The catalyst class is: 8.